Dataset: Catalyst prediction with 721,799 reactions and 888 catalyst types from USPTO. Task: Predict which catalyst facilitates the given reaction. Reactant: [OH-].[Na+].[CH2:3]([O:14][C:15]1[CH:24]=[CH:23][C:18]([C:19]([O:21]C)=[O:20])=[CH:17][CH:16]=1)[CH2:4][CH2:5]/[CH:6]=[CH:7]\[CH2:8][CH2:9][CH2:10][CH2:11][CH2:12][CH3:13]. Product: [CH2:3]([O:14][C:15]1[CH:16]=[CH:17][C:18]([C:19]([OH:21])=[O:20])=[CH:23][CH:24]=1)[CH2:4][CH2:5]/[CH:6]=[CH:7]\[CH2:8][CH2:9][CH2:10][CH2:11][CH2:12][CH3:13]. The catalyst class is: 5.